Dataset: HIV replication inhibition screening data with 41,000+ compounds from the AIDS Antiviral Screen. Task: Binary Classification. Given a drug SMILES string, predict its activity (active/inactive) in a high-throughput screening assay against a specified biological target. (1) The result is 0 (inactive). The compound is O=c1n(-c2ccccc2)c(=O)n2c(-c3ccccc3)c(-c3ccccc3)n12. (2) The compound is CCOc1ccc(NCC(=O)N2CC(=O)Nc3ccccc32)cc1. The result is 0 (inactive). (3) The compound is CC(C)(C)NC(=NO)c1ccccc1. The result is 0 (inactive). (4) The compound is COc1cc(C2c3cc(O)c(OC)cc3C=C(C(N)=O)C2C(N)=O)ccc1O. The result is 0 (inactive). (5) The drug is Clc1ccc(C2=Nc3ccccc3SC(c3cccs3)C2)cc1. The result is 0 (inactive). (6) The result is 0 (inactive). The drug is COc1cc2oc(-c3ccc(O)cc3O)c(CC=C(C)C)c(=O)c2c(O)c1C=CC(C)C. (7) The compound is COc1ccc2c(c1OC)C(=O)c1ccoc1C2=O. The result is 0 (inactive). (8) The molecule is Clc1cc(-c2ccccc2)nc(Nc2nc3ccccc3[nH]2)n1. The result is 0 (inactive). (9) The compound is Cl.N=C1Nc2ccccc2Sc2nc3ccccc3n21. The result is 0 (inactive). (10) The molecule is O=[N+]([O-])c1cc(C(F)(F)F)cc2n[se]nc12. The result is 0 (inactive).